This data is from Reaction yield outcomes from USPTO patents with 853,638 reactions. The task is: Predict the reaction yield, written as a fraction of the theoretical maximum amount of product (1.0 means a 100% yield; for example, 0.34 means a 34% yield). (1) The reactants are [F:1][C:2]1[CH:3]=[C:4]([C:10]2[C:15]([C:16]3[CH:21]=[CH:20][C:19]([O:22][CH3:23])=[C:18]([F:24])[CH:17]=3)=[N:14][NH:13][C:12](=[O:25])[CH:11]=2)[CH:5]=[CH:6][C:7]=1[O:8][CH3:9].[CH2:26](I)[CH3:27]. No catalyst specified. The product is [F:1][C:2]1[CH:3]=[C:4]([C:10]2[C:15]([C:16]3[CH:21]=[CH:20][C:19]([O:22][CH3:23])=[C:18]([F:24])[CH:17]=3)=[N:14][N:13]([CH2:26][CH3:27])[C:12](=[O:25])[CH:11]=2)[CH:5]=[CH:6][C:7]=1[O:8][CH3:9]. The yield is 0.972. (2) The reactants are C(O[C:6]([N:8]1[C:16]2[C:11](=[CH:12][CH:13]=[CH:14][CH:15]=2)[C:10]([C:17](=[O:34])[N:18]([CH3:33])[C:19]2[CH:20]=[N:21][C:22]([O:25][C:26]3[C:27]([CH3:32])=[N:28][CH:29]=[CH:30][CH:31]=3)=[CH:23][CH:24]=2)=[CH:9]1)=O)(C)(C)C.[H-].[Na+].CI. The catalyst is C1COCC1. The product is [CH3:33][N:18]([C:19]1[CH:20]=[N:21][C:22]([O:25][C:26]2[C:27]([CH3:32])=[N:28][CH:29]=[CH:30][CH:31]=2)=[CH:23][CH:24]=1)[C:17]([C:10]1[C:11]2[C:16](=[CH:15][CH:14]=[CH:13][CH:12]=2)[N:8]([CH3:6])[CH:9]=1)=[O:34]. The yield is 0.120. (3) The reactants are C([O:8][C:9]1[C:10]([F:29])=[C:11]([F:28])[CH:12]=[C:13]2[C:18]=1[N:17]([CH:19]1[CH2:21][CH2:20]1)[CH:16]=[C:15]([C:22]([O:24][CH2:25][CH3:26])=[O:23])[C:14]2=[O:27])C1C=CC=CC=1.CCO. The catalyst is C1COCC1.[Pd]. The product is [CH:19]1([N:17]2[C:18]3[C:13](=[CH:12][C:11]([F:28])=[C:10]([F:29])[C:9]=3[OH:8])[C:14](=[O:27])[C:15]([C:22]([O:24][CH2:25][CH3:26])=[O:23])=[CH:16]2)[CH2:20][CH2:21]1. The yield is 0.470. (4) The reactants are [CH2:1]([C:8]1[O:12][C:11]([CH:13]=O)=[CH:10][CH:9]=1)[C:2]1[CH:7]=[CH:6][CH:5]=[CH:4][CH:3]=1.[NH3:15].CO. The catalyst is [Ni]. The product is [CH2:1]([C:8]1[O:12][C:11]([CH2:13][NH2:15])=[CH:10][CH:9]=1)[C:2]1[CH:7]=[CH:6][CH:5]=[CH:4][CH:3]=1. The yield is 0.658.